Dataset: Drug-target binding data from BindingDB using IC50 measurements. Task: Regression. Given a target protein amino acid sequence and a drug SMILES string, predict the binding affinity score between them. We predict pIC50 (pIC50 = -log10(IC50 in M); higher means more potent). Dataset: bindingdb_ic50. The small molecule is N=C(N)N=C(N)NCCc1ccccc1. The target protein (P10634) has sequence MGLLIGDDLWAVVIFTAIFLLLVDLVHRHKFWTAHYPPGPVPLPGLGNLLQVDFENMPYSLYKLRSRYGDVFSLQIAWKPVVVINGLKAVRELLVTYGEDTADRPLLPIYNHLGYGNKSKGVVLAPYGPEWREQRRFSVSTLRDFGVGKKSLEQWVTEEAGHLCDTFAKEAEHPFNPSILLSKAVSNVIASLVYARRFEYEDPFFNRMLKTLKESFGEDTGFMAEVLNAIPILLQIPGLPGKVFPKLNSFIALVDKMLIEHKKSWDPAQPPRDMTDAFLAEMQKAKGNPESSFNDENLRLVVIDLFMAGMVTTSTTLSWALLLMILHPDVQRRVHEEIDEVIGQVRRPEMADQARMPFTNAVIHEVQRFADIVPTNIPHMTSRDIKFQGFLIPKGTTLIPNLSSVLKDETVWEKPLRFHPEHFLDAQGNFVKHEAFMPFSAGRRACLGEPLARMELFLFFTCLLQRFSFSVLAGRPRPSTHGVYALPVTPQPYQLCAVAR.... The pIC50 is 4.3.